From a dataset of Forward reaction prediction with 1.9M reactions from USPTO patents (1976-2016). Predict the product of the given reaction. The product is: [CH2:23]([S:20]([N:17]1[CH2:18][CH2:19][CH:14]([C:5]2[C:4]3[C:8](=[C:9]([C:11]([NH2:13])=[O:12])[CH:10]=[C:2]([C:29]4[CH:30]=[N:31][C:26]([F:25])=[CH:27][CH:28]=4)[CH:3]=3)[NH:7][CH:6]=2)[CH2:15][CH2:16]1)(=[O:22])=[O:21])[CH3:24]. Given the reactants Br[C:2]1[CH:3]=[C:4]2[C:8](=[C:9]([C:11]([NH2:13])=[O:12])[CH:10]=1)[NH:7][CH:6]=[C:5]2[CH:14]1[CH2:19][CH2:18][N:17]([S:20]([CH2:23][CH3:24])(=[O:22])=[O:21])[CH2:16][CH2:15]1.[F:25][C:26]1[N:31]=[CH:30][C:29](B(O)O)=[CH:28][CH:27]=1.C(=O)([O-])[O-].[K+].[K+].CCOC(C)=O, predict the reaction product.